From a dataset of Reaction yield outcomes from USPTO patents with 853,638 reactions. Predict the reaction yield, written as a fraction of the theoretical maximum amount of product (1.0 means a 100% yield; for example, 0.34 means a 34% yield). The reactants are [Cl:1][C:2]1[CH:7]=[CH:6][CH:5]=[CH:4][C:3]=1[CH:8]=[CH:9][CH2:10][C:11]1([CH2:19][C:20]#[C:21][C:22](=[O:27])[C:23]([CH3:26])([CH3:25])[CH3:24])[CH2:16][O:15][C:14]([CH3:18])([CH3:17])[O:13][CH2:12]1.CCOC(C)=O.CCCCCC. The catalyst is ClC1C=CC=CC=1Cl. The product is [Cl:1][C:2]1[CH:7]=[CH:6][CH:5]=[C:4]2[C:3]=1[CH:8]=[C:9]1[CH2:10][C:11]3([CH2:12][O:13][C:14]([CH3:18])([CH3:17])[O:15][CH2:16]3)[CH2:19][C:20]1=[C:21]2[C:22](=[O:27])[C:23]([CH3:26])([CH3:25])[CH3:24]. The yield is 0.470.